Dataset: Reaction yield outcomes from USPTO patents with 853,638 reactions. Task: Predict the reaction yield, written as a fraction of the theoretical maximum amount of product (1.0 means a 100% yield; for example, 0.34 means a 34% yield). The reactants are Cl.[NH2:2][CH:3]([CH2:8][C:9]([O:11][CH3:12])=[O:10])[C:4]([O:6][CH3:7])=[O:5].[Cl:13][C:14]1[CH:15]=[C:16]2[C:21](=[C:22]([Cl:24])[CH:23]=1)[CH2:20][N:19]([CH3:25])[CH2:18][CH:17]2[C:26]1[CH:27]=[C:28]([S:32](Cl)(=[O:34])=[O:33])[CH:29]=[CH:30][CH:31]=1. The catalyst is N1C=CC=CC=1. The product is [Cl:13][C:14]1[CH:15]=[C:16]2[C:21](=[C:22]([Cl:24])[CH:23]=1)[CH2:20][N:19]([CH3:25])[CH2:18][CH:17]2[C:26]1[CH:27]=[C:28]([S:32]([NH:2][CH:3]([CH2:8][C:9]([O:11][CH3:12])=[O:10])[C:4]([O:6][CH3:7])=[O:5])(=[O:34])=[O:33])[CH:29]=[CH:30][CH:31]=1. The yield is 0.720.